Dataset: Catalyst prediction with 721,799 reactions and 888 catalyst types from USPTO. Task: Predict which catalyst facilitates the given reaction. (1) Reactant: [N:1]12[CH2:8][CH2:7][C:4]([C:9]([C:17]3[CH:22]=[CH:21][CH:20]=[CH:19][CH:18]=3)([C:11]3[CH:16]=[CH:15][CH:14]=[CH:13][CH:12]=3)[OH:10])([CH2:5][CH2:6]1)[CH2:3][CH2:2]2.[Br:23][CH2:24][CH2:25][O:26][CH:27]1[CH2:32][CH2:31][CH2:30][CH2:29][O:28]1. Product: [Br-:23].[OH:10][C:9]([C:17]1[CH:22]=[CH:21][CH:20]=[CH:19][CH:18]=1)([C:11]1[CH:12]=[CH:13][CH:14]=[CH:15][CH:16]=1)[C:4]12[CH2:5][CH2:6][N+:1]([CH2:24][CH2:25][O:26][CH:27]3[CH2:32][CH2:31][CH2:30][CH2:29][O:28]3)([CH2:2][CH2:3]1)[CH2:8][CH2:7]2. The catalyst class is: 23. (2) Reactant: [NH:1]1[CH:5]=[CH:4][C:3]([NH2:6])=[N:2]1.C(N(CC)CC)C.[Cl:14][C:15]1[CH:23]=[CH:22][CH:21]=[CH:20][C:16]=1[C:17](Cl)=[O:18]. Product: [Cl:14][C:15]1[CH:23]=[CH:22][CH:21]=[CH:20][C:16]=1[C:17]([NH:6][C:3]1[CH:4]=[CH:5][NH:1][N:2]=1)=[O:18]. The catalyst class is: 245. (3) The catalyst class is: 12. Product: [CH3:5][O:6][C:7]1[CH:12]=[CH:11][C:10]([NH:13][C:15]2[N:20]=[CH:19][CH:18]=[CH:17][N:16]=2)=[CH:9][CH:8]=1. Reactant: C(O)(=O)C.[CH3:5][O:6][C:7]1[CH:12]=[CH:11][C:10]([NH2:13])=[CH:9][CH:8]=1.Cl[C:15]1[N:20]=[CH:19][CH:18]=[CH:17][N:16]=1.[OH-].[Na+]. (4) Reactant: [C:1](=O)([O-])[O-].[Na+].[Na+].Cl.Cl.[CH2:9]([O:11][CH:12]([CH2:15][NH2:16])[CH2:13][NH2:14])[CH3:10].[NH:17]1[CH:21]=[CH:20][CH:19]=[C:18]1[CH:22]=O.[NH:24]1[CH:28]=[CH:27][CH:26]=[CH:25]1. Product: [CH2:9]([O:11][CH:12]([CH2:15]/[N:16]=[CH:1]/[C:25]1[NH:24][CH:28]=[CH:27][CH:26]=1)[CH2:13]/[N:14]=[CH:22]/[C:18]1[NH:17][CH:21]=[CH:20][CH:19]=1)[CH3:10]. The catalyst class is: 429. (5) Reactant: [Li].Br[C:3]1[CH:8]=[CH:7][C:6]([OH:9])=[C:5]([O:10][CH3:11])[CH:4]=1.[CH3:12][S:13]SC.Cl. Product: [CH3:11][O:10][C:5]1[CH:4]=[C:3]([S:13][CH3:12])[CH:8]=[CH:7][C:6]=1[OH:9]. The catalyst class is: 30. (6) Reactant: [CH3:1][O:2][C:3]1[C:4]([NH2:15])=[CH:5][C:6]([N:9]2[CH2:14][CH2:13][O:12][CH2:11][CH2:10]2)=[N:7][CH:8]=1.[C:16]([N:24]=[C:25]=[S:26])(=[O:23])[C:17]1[CH:22]=[CH:21][CH:20]=[CH:19][CH:18]=1.CCCCCC. Product: [C:16]([NH:24][C:25]([NH:15][C:4]1[C:3]([O:2][CH3:1])=[CH:8][N:7]=[C:6]([N:9]2[CH2:14][CH2:13][O:12][CH2:11][CH2:10]2)[CH:5]=1)=[S:26])(=[O:23])[C:17]1[CH:22]=[CH:21][CH:20]=[CH:19][CH:18]=1. The catalyst class is: 21.